Dataset: Catalyst prediction with 721,799 reactions and 888 catalyst types from USPTO. Task: Predict which catalyst facilitates the given reaction. (1) Reactant: Cl[C:2]1[C:11]2[C:6](=[CH:7][C:8]([O:17][CH2:18][CH2:19][O:20][CH3:21])=[C:9]([O:12][CH2:13][CH2:14][O:15][CH3:16])[CH:10]=2)[N:5]=[CH:4][N:3]=1.[NH2:22][C:23]1[CH:24]=[C:25]([C:29]#[CH:30])[CH:26]=[CH:27][CH:28]=1.[C:31]1([CH3:41])[CH:36]=[CH:35][C:34]([S:37]([OH:40])(=[O:39])=[O:38])=[CH:33][CH:32]=1. Product: [CH3:16][O:15][CH2:14][CH2:13][O:12][C:9]1[CH:10]=[C:11]2[C:2]([NH:22][C:23]3[CH:28]=[CH:27][CH:26]=[C:25]([C:29]#[CH:30])[CH:24]=3)=[N:3][CH:4]=[N:5][C:6]2=[CH:7][C:8]=1[O:17][CH2:18][CH2:19][O:20][CH3:21].[S:37]([C:34]1[CH:35]=[CH:36][C:31]([CH3:41])=[CH:32][CH:33]=1)([O-:40])(=[O:39])=[O:38]. The catalyst class is: 13. (2) Reactant: [O:1]([C:3]1[CH:12]=[C:11]2[C:6]([CH:7]=[C:8]([C:17]([O:19][CH2:20][CH3:21])=[O:18])[CH:9]([C:13]([F:16])([F:15])[F:14])[O:10]2)=[CH:5][C:4]=1[CH3:22])C.B(Br)(Br)Br. Product: [OH:1][C:3]1[CH:12]=[C:11]2[C:6]([CH:7]=[C:8]([C:17]([O:19][CH2:20][CH3:21])=[O:18])[CH:9]([C:13]([F:16])([F:14])[F:15])[O:10]2)=[CH:5][C:4]=1[CH3:22]. The catalyst class is: 4. (3) Reactant: [CH3:1][CH:2]([CH3:15])[CH2:3][CH2:4][NH:5][CH2:6][C:7]1[S:11][C:10](B(O)O)=[CH:9][CH:8]=1.Br[C:17]1[CH:18]=[C:19]2[C:23](=[C:24]([C:26]([NH2:28])=[O:27])[CH:25]=1)[NH:22][CH:21]=[C:20]2[CH:29]1[CH2:34][CH2:33][N:32]([S:35]([CH2:38][CH3:39])(=[O:37])=[O:36])[CH2:31][CH2:30]1.C([O-])([O-])=O.[K+].[K+]. Product: [CH2:38]([S:35]([N:32]1[CH2:31][CH2:30][CH:29]([C:20]2[C:19]3[C:23](=[C:24]([C:26]([NH2:28])=[O:27])[CH:25]=[C:17]([C:10]4[S:11][C:7]([CH2:6][NH:5][CH2:4][CH2:3][CH:2]([CH3:15])[CH3:1])=[CH:8][CH:9]=4)[CH:18]=3)[NH:22][CH:21]=2)[CH2:34][CH2:33]1)(=[O:37])=[O:36])[CH3:39]. The catalyst class is: 73. (4) Reactant: C1(P(C2C=CC=CC=2)C2C=CC=CC=2)C=CC=CC=1.[F:20][C:21]1[CH:26]=[CH:25][CH:24]=[CH:23][C:22]=1[C:27]1[C:36]2[C:31](=[CH:32][CH:33]=[CH:34][CH:35]=2)[C:30](=[O:37])[O:29][C:28]=1[CH2:38]O.[Br:40]C(Br)(Br)Br.C(Cl)Cl. Product: [Br:40][CH2:38][C:28]1[O:29][C:30](=[O:37])[C:31]2[C:36]([C:27]=1[C:22]1[CH:23]=[CH:24][CH:25]=[CH:26][C:21]=1[F:20])=[CH:35][CH:34]=[CH:33][CH:32]=2. The catalyst class is: 5. (5) Reactant: Cl.[CH:2]12[CH2:12][CH:6]([CH2:7][CH:8]([CH2:10][OH:11])[CH2:9]1)[CH2:5][NH:4][CH2:3]2.[F:13][C:14]([F:28])([F:27])[C:15]1[CH:22]=[C:21]([C:23]([F:26])([F:25])[F:24])[CH:20]=[CH:19][C:16]=1[CH:17]=O.C(O[BH-](OC(=O)C)OC(=O)C)(=O)C.[Na+].[OH-].[Na+]. Product: [F:13][C:14]([F:27])([F:28])[C:15]1[CH:22]=[C:21]([C:23]([F:26])([F:24])[F:25])[CH:20]=[CH:19][C:16]=1[CH2:17][N:4]1[CH2:3][CH:2]2[CH2:12][CH:6]([CH2:7][CH:8]([CH2:10][OH:11])[CH2:9]2)[CH2:5]1. The catalyst class is: 1.